This data is from Reaction yield outcomes from USPTO patents with 853,638 reactions. The task is: Predict the reaction yield, written as a fraction of the theoretical maximum amount of product (1.0 means a 100% yield; for example, 0.34 means a 34% yield). (1) The reactants are [C:1]([C:5]1[CH:9]=[C:8]([NH:10][C:11]([O:13]C2C=CC=CC=2)=O)[N:7]([CH2:20][C:21]([O:23][CH2:24][CH3:25])=[O:22])[N:6]=1)([CH3:4])([CH3:3])[CH3:2].[CH3:26][O:27][C:28]1[CH:29]=[C:30]2[C:35](=[CH:36][C:37]=1[O:38][CH3:39])[N:34]=[CH:33][N:32]=[C:31]2[S:40][C:41]1[CH:42]=[C:43]([CH:45]=[CH:46][CH:47]=1)[NH2:44].C(N(CC)C(C)C)(C)C. The catalyst is C1COCC1. The product is [C:1]([C:5]1[CH:9]=[C:8]([NH:10][C:11]([NH:44][C:43]2[CH:45]=[CH:46][CH:47]=[C:41]([S:40][C:31]3[C:30]4[C:35](=[CH:36][C:37]([O:38][CH3:39])=[C:28]([O:27][CH3:26])[CH:29]=4)[N:34]=[CH:33][N:32]=3)[CH:42]=2)=[O:13])[N:7]([CH2:20][C:21]([O:23][CH2:24][CH3:25])=[O:22])[N:6]=1)([CH3:2])([CH3:3])[CH3:4]. The yield is 0.590. (2) The reactants are [C:1]([C:3]1[CH:4]=[CH:5][C:6]2[O:7][CH2:8][CH2:9][C:10]3[CH:16]=[C:15]([C:17]4[C:21]([C:22]5[CH:27]=[CH:26][C:25]([F:28])=[CH:24][C:23]=5[F:29])=[N:20][NH:19][N:18]=4)[S:14][C:11]=3[C:12]=2[N:13]=1)#[N:2].CS(C)=[O:32].C(=O)([O-])[O-].[K+].[K+].O.OO.S(=O)(O)[O-].[Na+]. No catalyst specified. The product is [C:1]([C:3]1[CH:4]=[CH:5][C:6]2[O:7][CH2:8][CH2:9][C:10]3[CH:16]=[C:15]([C:17]4[C:21]([C:22]5[CH:27]=[CH:26][C:25]([F:28])=[CH:24][C:23]=5[F:29])=[N:20][NH:19][N:18]=4)[S:14][C:11]=3[C:12]=2[N:13]=1)(=[O:32])[NH2:2]. The yield is 0.270. (3) The reactants are C1(C(CC)C[CH:9](C(O)=O)[C:10](O)=[O:11])C=CC=CC=1.C([O:21][C:22](=[O:24])[CH3:23])(=O)C.[C:25]1([CH3:31])[CH:30]=[CH:29][CH:28]=[CH:27][CH:26]=1.[NH2:32][C:33]1[CH:40]=[CH:39][C:36]([C:37]#[N:38])=[C:35]([Cl:41])[CH:34]=1. The catalyst is [Cl-].[Na+].O. The product is [Cl:41][C:35]1[CH:34]=[C:33]([NH:32][C:10](=[O:11])[CH2:9][CH:31]([C:25]2[CH:30]=[CH:29][CH:28]=[CH:27][CH:26]=2)[CH2:23][C:22]([OH:21])=[O:24])[CH:40]=[CH:39][C:36]=1[C:37]#[N:38]. The yield is 0.729. (4) The product is [NH2:2][CH2:3][C:4]1[CH:9]=[CH:8][C:7]([C:60]2[CH2:59][C@@H:47]3[N:46]([CH:61]=2)[C:45](=[O:69])[C:44]2[CH:70]=[C:71]([O:72][CH3:73])[C:41]([O:40][CH2:39][CH2:38][CH2:37][O:36][C:34]4[C:33]([O:74][CH3:75])=[CH:32][C:27]5[C:28](=[O:31])[N:29]6[CH:30]=[C:21]([C:18]7[CH:17]=[CH:16][C:15]([O:14][CH3:13])=[CH:20][CH:19]=7)[CH2:22][C@H:23]6[C:24](=[O:84])[N:25]([CH2:76][O:77][CH2:78][CH2:79][Si:80]([CH3:81])([CH3:83])[CH3:82])[C:26]=5[CH:35]=4)=[CH:42][C:43]=2[N:49]([CH2:50][O:51][CH2:52][CH2:53][Si:54]([CH3:55])([CH3:56])[CH3:57])[C:48]3=[O:58])=[CH:6][CH:5]=1. The yield is 0.610. The catalyst is C1(C)C=CC=CC=1.C(O)C.O. The reactants are Cl.[NH2:2][CH2:3][C:4]1[CH:9]=[CH:8][C:7](B(O)O)=[CH:6][CH:5]=1.[CH3:13][O:14][C:15]1[CH:20]=[CH:19][C:18]([C:21]2[CH2:22][C@@H:23]3[N:29]([CH:30]=2)[C:28](=[O:31])[C:27]2[CH:32]=[C:33]([O:74][CH3:75])[C:34]([O:36][CH2:37][CH2:38][CH2:39][O:40][C:41]4[C:71]([O:72][CH3:73])=[CH:70][C:44]5[C:45](=[O:69])[N:46]6[CH:61]=[C:60](S(C(F)(F)F)(=O)=O)[CH2:59][C@H:47]6[C:48](=[O:58])[N:49]([CH2:50][O:51][CH2:52][CH2:53][Si:54]([CH3:57])([CH3:56])[CH3:55])[C:43]=5[CH:42]=4)=[CH:35][C:26]=2[N:25]([CH2:76][O:77][CH2:78][CH2:79][Si:80]([CH3:83])([CH3:82])[CH3:81])[C:24]3=[O:84])=[CH:17][CH:16]=1.C(=O)([O-])[O-].[Na+].[Na+]. (5) The yield is 0.670. The product is [Cl:9][C:10]1[CH:11]=[C:12]([CH:13]2[C:22]3[C:21](=[O:27])[C:20]([CH3:28])([CH3:19])[CH2:25][CH2:24][C:23]=3[NH:1][C:2]3[N:6]([CH3:7])[NH:5][C:4](=[O:8])[C:3]2=3)[CH:15]=[CH:16][C:17]=1[Cl:18]. No catalyst specified. The reactants are [NH2:1][C:2]1[N:6]([CH3:7])[NH:5][C:4](=[O:8])[CH:3]=1.[Cl:9][C:10]1[CH:11]=[C:12]([CH:15]=[CH:16][C:17]=1[Cl:18])[CH:13]=O.[CH3:19][C:20]1([CH3:28])[CH2:25][CH2:24][C:23](=O)[CH2:22][C:21]1=[O:27].